Dataset: NCI-60 drug combinations with 297,098 pairs across 59 cell lines. Task: Regression. Given two drug SMILES strings and cell line genomic features, predict the synergy score measuring deviation from expected non-interaction effect. (1) Drug 1: CC(CN1CC(=O)NC(=O)C1)N2CC(=O)NC(=O)C2. Drug 2: CC1CCC2CC(C(=CC=CC=CC(CC(C(=O)C(C(C(=CC(C(=O)CC(OC(=O)C3CCCCN3C(=O)C(=O)C1(O2)O)C(C)CC4CCC(C(C4)OC)O)C)C)O)OC)C)C)C)OC. Cell line: MDA-MB-435. Synergy scores: CSS=4.33, Synergy_ZIP=-5.52, Synergy_Bliss=-7.89, Synergy_Loewe=-8.22, Synergy_HSA=-7.16. (2) Drug 1: CC1CC2C3CCC4=CC(=O)C=CC4(C3(C(CC2(C1(C(=O)CO)O)C)O)F)C. Drug 2: CNC(=O)C1=NC=CC(=C1)OC2=CC=C(C=C2)NC(=O)NC3=CC(=C(C=C3)Cl)C(F)(F)F. Cell line: HCT116. Synergy scores: CSS=57.0, Synergy_ZIP=0.464, Synergy_Bliss=-0.500, Synergy_Loewe=-15.9, Synergy_HSA=0.833. (3) Drug 1: CC(C)(C#N)C1=CC(=CC(=C1)CN2C=NC=N2)C(C)(C)C#N. Drug 2: CN(C(=O)NC(C=O)C(C(C(CO)O)O)O)N=O. Cell line: OVCAR-4. Synergy scores: CSS=-2.82, Synergy_ZIP=1.63, Synergy_Bliss=0.800, Synergy_Loewe=-2.89, Synergy_HSA=-2.88.